From a dataset of Reaction yield outcomes from USPTO patents with 853,638 reactions. Predict the reaction yield, written as a fraction of the theoretical maximum amount of product (1.0 means a 100% yield; for example, 0.34 means a 34% yield). (1) The reactants are C(OC([N:6]=[S:7]([C:15]1[CH:20]=[CH:19][C:18]([NH:21][C:22]2[N:27]=[C:26]([NH:28][C@@H:29]([CH2:32][OH:33])[CH2:30][CH3:31])[C:25]([C:34]3[S:35][CH:36]=[CH:37][CH:38]=3)=[CH:24][N:23]=2)=[CH:17][CH:16]=1)([C:9]1[CH:14]=[CH:13][CH:12]=[CH:11][CH:10]=1)=[O:8])=O)C.CC[O-].[Na+]. No catalyst specified. The product is [OH:33][CH2:32][C@H:29]([NH:28][C:26]1[C:25]([C:34]2[S:35][CH:36]=[CH:37][CH:38]=2)=[CH:24][N:23]=[C:22]([NH:21][C:18]2[CH:19]=[CH:20][C:15]([S:7]([C:9]3[CH:14]=[CH:13][CH:12]=[CH:11][CH:10]=3)(=[NH:6])=[O:8])=[CH:16][CH:17]=2)[N:27]=1)[CH2:30][CH3:31]. The yield is 0.350. (2) The reactants are [C:1]([NH:9][CH:10]([C:16]#[N:17])[C:11]([O:13][CH2:14][CH3:15])=[O:12])(=O)[C:2]1[CH:7]=[CH:6][CH:5]=[CH:4][CH:3]=1.COC1C=CC(P2(SP(C3C=CC(OC)=CC=3)(=S)S2)=[S:27])=CC=1. The yield is 0.400. The catalyst is N1C=CC=CC=1. The product is [NH2:17][C:16]1[S:27][C:1]([C:2]2[CH:7]=[CH:6][CH:5]=[CH:4][CH:3]=2)=[N:9][C:10]=1[C:11]([O:13][CH2:14][CH3:15])=[O:12]. (3) The reactants are [NH2:1][CH2:2][C:3]1[C:4]([F:10])=[C:5]([NH2:9])[CH:6]=[CH:7][CH:8]=1.N1C=CN=C1.[N:16]1[CH:21]=[CH:20][CH:19]=[N:18][C:17]=1[O:22][C:23]1[CH:24]=[C:25]([C:32](O)=[O:33])[C:26](=[CH:30][CH:31]=1)[C:27](O)=[O:28].O. The catalyst is CN(C=O)C.C(OCC)(=O)C. The product is [NH2:9][C:5]1[C:4]([F:10])=[C:3]([CH:8]=[CH:7][CH:6]=1)[CH2:2][N:1]1[C:32](=[O:33])[C:25]2[C:26](=[CH:30][CH:31]=[C:23]([O:22][C:17]3[N:18]=[CH:19][CH:20]=[CH:21][N:16]=3)[CH:24]=2)[C:27]1=[O:28]. The yield is 0.100. (4) The reactants are [C:1]([N:4]1[CH2:9][CH2:8][N:7]([CH2:10][CH2:11][CH2:12][O:13][C:14]2[CH:23]=[C:22]3[C:17]([C:18](Cl)=[N:19][CH:20]=[N:21]3)=[CH:16][C:15]=2[O:25][CH3:26])[CH2:6][CH2:5]1)(=[O:3])[CH3:2].[F:27][C:28]1[CH:36]=[C:35]([C:37]#[C:38][CH2:39][O:40][CH3:41])[C:31]2[O:32][CH2:33][O:34][C:30]=2[C:29]=1[NH2:42].C[Si]([N-][Si](C)(C)C)(C)C.[Na+]. The catalyst is CN(C=O)C. The product is [C:1]([N:4]1[CH2:9][CH2:8][N:7]([CH2:10][CH2:11][CH2:12][O:13][C:14]2[CH:23]=[C:22]3[C:17]([C:18]([NH:42][C:29]4[C:30]5[O:34][CH2:33][O:32][C:31]=5[C:35]([C:37]#[C:38][CH2:39][O:40][CH3:41])=[CH:36][C:28]=4[F:27])=[N:19][CH:20]=[N:21]3)=[CH:16][C:15]=2[O:25][CH3:26])[CH2:6][CH2:5]1)(=[O:3])[CH3:2]. The yield is 0.720. (5) The reactants are NC(N)=O.[CH2:5]([NH:8][S:9]([C:12]1[C:17]([Cl:18])=[CH:16][CH:15]=[C:14]([NH2:19])[C:13]=1[OH:20])(=[O:11])=[O:10])[CH2:6][CH3:7].[Cl:21][C:22]1[CH:27]=[CH:26][CH:25]=[CH:24][C:23]=1[N:28]=[C:29]=[O:30]. No catalyst specified. The product is [Cl:18][C:17]1[CH:16]=[CH:15][C:14]([NH:19][C:29]([NH:28][C:23]2[CH:24]=[CH:25][CH:26]=[CH:27][C:22]=2[Cl:21])=[O:30])=[C:13]([OH:20])[C:12]=1[S:9]([NH:8][CH2:5][CH2:6][CH3:7])(=[O:11])=[O:10]. The yield is 0.500. (6) The reactants are [C:1]([O:12][CH3:13])(=[O:11])[C:2]1[CH:10]=[CH:9][C:7]([OH:8])=[C:4]([O:5][CH3:6])[CH:3]=1.C([O-])([O-])=O.[K+].[K+].[Br:20][CH2:21][CH2:22][CH2:23][CH2:24][CH2:25]Br. The catalyst is CC(C)=O. The product is [CH3:13][O:12][C:1](=[O:11])[C:2]1[CH:10]=[CH:9][C:7]([O:8][CH2:25][CH2:24][CH2:23][CH2:22][CH2:21][Br:20])=[C:4]([O:5][CH3:6])[CH:3]=1. The yield is 0.820. (7) The yield is 0.450. No catalyst specified. The reactants are [Cl:1][C:2]1[CH:18]=[CH:17][C:5]2[CH2:6][CH2:7][N:8]([C:11](=[O:16])[C:12]([F:15])([F:14])[F:13])[CH2:9][CH2:10][C:4]=2[C:3]=1OS(C(F)(F)F)(=O)=O.[CH3:27][C@@H:28]([NH:33][C:34]([CH2:36][C:37]1[CH:44]=[CH:43][C:40]([CH2:41][NH2:42])=[CH:39][CH:38]=1)=[O:35])[C:29]([F:32])([F:31])[F:30]. The product is [Cl:1][C:2]1[CH:18]=[CH:17][C:5]2[CH2:6][CH2:7][N:8]([C:11](=[O:16])[C:12]([F:13])([F:15])[F:14])[CH2:9][CH2:10][C:4]=2[C:3]=1[NH:42][CH2:41][C:40]1[CH:39]=[CH:38][C:37]([CH2:36][C:34](=[O:35])[NH:33][C@H:28]([CH3:27])[C:29]([F:32])([F:30])[F:31])=[CH:44][CH:43]=1.